From a dataset of Reaction yield outcomes from USPTO patents with 853,638 reactions. Predict the reaction yield, written as a fraction of the theoretical maximum amount of product (1.0 means a 100% yield; for example, 0.34 means a 34% yield). The reactants are [C:1]([O:4][C@H:5]1[CH2:10][CH2:9][C@H:8]2[C@H:11]3[C@H:21]([CH2:22][CH2:23][C@:6]12[CH3:7])[C@:19]1([CH3:20])[C:14](=[CH:15][C:16](=[O:24])[CH2:17][CH2:18]1)[C:13](=[CH2:25])[CH2:12]3)(=[O:3])[CH3:2].C1(Cl)C(=O)C(Cl)=C(Cl)C(=O)C=1Cl.FC(F)(F)S(O)(=O)=O.C[Si](NC(N)=O)(C)C. The catalyst is C1(C)C=CC=CC=1. The product is [C:1]([O:4][C@H:5]1[CH2:10][CH2:9][C@H:8]2[C@H:11]3[C@H:21]([CH2:22][CH2:23][C@:6]12[CH3:7])[C@:19]1([CH3:20])[C:14](=[CH:15][C:16](=[O:24])[CH:17]=[CH:18]1)[C:13](=[CH2:25])[CH2:12]3)(=[O:3])[CH3:2]. The yield is 0.168.